Dataset: Forward reaction prediction with 1.9M reactions from USPTO patents (1976-2016). Task: Predict the product of the given reaction. (1) Given the reactants [I:1][C:2]1[C:7]2[N:8]=[C:9]([NH:11][CH:12]3[CH2:17][CH2:16][NH:15][CH2:14][CH2:13]3)[O:10][C:6]=2[CH:5]=[CH:4][CH:3]=1.[CH2:18]([O:20][C:21]1[CH:22]=[C:23]([CH:26]=[C:27]([O:30][CH2:31][CH3:32])[C:28]=1[F:29])[CH:24]=O)[CH3:19].C([BH3-])#N.[Na+].C(N(C(C)C)C(C)C)C, predict the reaction product. The product is: [CH2:18]([O:20][C:21]1[CH:22]=[C:23]([CH:26]=[C:27]([O:30][CH2:31][CH3:32])[C:28]=1[F:29])[CH2:24][N:15]1[CH2:16][CH2:17][CH:12]([NH:11][C:9]2[O:10][C:6]3[CH:5]=[CH:4][CH:3]=[C:2]([I:1])[C:7]=3[N:8]=2)[CH2:13][CH2:14]1)[CH3:19]. (2) Given the reactants [NH2:1][C:2]1[CH:12]=[C:11]([CH2:13][N:14]2[CH2:18][CH2:17][C@@H:16]([NH:19][C:20]([O:22][C:23]([CH3:26])([CH3:25])[CH3:24])=[O:21])[CH2:15]2)[C:10]([C:27]([F:30])([F:29])[F:28])=[CH:9][C:3]=1[C:4]([O:6]CC)=[O:5].NC1C(Br)=CC(C(F)(F)F)=CC=1C(O)=O, predict the reaction product. The product is: [NH2:1][C:2]1[CH:12]=[C:11]([CH2:13][N:14]2[CH2:18][CH2:17][C@@H:16]([NH:19][C:20]([O:22][C:23]([CH3:24])([CH3:25])[CH3:26])=[O:21])[CH2:15]2)[C:10]([C:27]([F:30])([F:28])[F:29])=[CH:9][C:3]=1[C:4]([OH:6])=[O:5]. (3) Given the reactants [O:1]=[C:2]1[C:10]2[C:5](=[CH:6][CH:7]=[CH:8][CH:9]=2)[C:4](=[O:11])[N:3]1[CH2:12][C:13]#[N:14].C(OCC)(=O)C.Cl.O1CCCC1.P([S-])(OCC)(OCC)=[S:28], predict the reaction product. The product is: [O:1]=[C:2]1[C:10]2[C:5](=[CH:6][CH:7]=[CH:8][CH:9]=2)[C:4](=[O:11])[N:3]1[CH2:12][C:13](=[S:28])[NH2:14]. (4) Given the reactants Br[C:2]1[CH:7]=[CH:6][C:5]([C:8]23[CH2:16][CH:12]([C:13]2([CH3:15])[CH3:14])[CH2:11][CH2:10][CH:9]3[CH3:17])=[CH:4][C:3]=1[SiH:18]([CH3:20])[CH3:19].C([Li])CCC.CN(C)[CH:28]=[O:29], predict the reaction product. The product is: [C:8]12([C:5]3[CH:6]=[CH:7][C:2]([CH:28]=[O:29])=[C:3]([SiH:18]([CH3:20])[CH3:19])[CH:4]=3)[CH2:16][CH:12]([C:13]1([CH3:15])[CH3:14])[CH2:11][CH2:10][CH:9]2[CH3:17]. (5) Given the reactants [CH3:1][S:2][C:3]1[S:7][C:6]2=[N:8][C:9]([C:11]3[O:12][C:13]4[CH:19]=[CH:18][CH:17]=[C:16]([O:20][CH2:21][C@H:22]5[CH2:26][CH2:25][CH2:24][N:23]5C(OC(C)(C)C)=O)[C:14]=4[N:15]=3)=[CH:10][N:5]2[N:4]=1.C(O)(C(F)(F)F)=O.[CH3:41][C:42]([O:45][C:46]([NH:48][C@@H:49]([C:56](O)=[O:57])[C:50]1[CH:55]=[CH:54][CH:53]=[CH:52][CH:51]=1)=[O:47])([CH3:44])[CH3:43].CN(C(ON1N=NC2C=CC=NC1=2)=[N+](C)C)C.F[P-](F)(F)(F)(F)F.CCN(C(C)C)C(C)C, predict the reaction product. The product is: [CH3:1][S:2][C:3]1[S:7][C:6]2=[N:8][C:9]([C:11]3[O:12][C:13]4[CH:19]=[CH:18][CH:17]=[C:16]([O:20][CH2:21][C@H:22]5[CH2:26][CH2:25][CH2:24][N:23]5[C:56](=[O:57])[C@H:49]([NH:48][C:46](=[O:47])[O:45][C:42]([CH3:41])([CH3:44])[CH3:43])[C:50]5[CH:55]=[CH:54][CH:53]=[CH:52][CH:51]=5)[C:14]=4[N:15]=3)=[CH:10][N:5]2[N:4]=1. (6) The product is: [CH2:54]([O:53][C:50]1[CH:51]=[CH:52][C:43]([C@@H:34]([OH:35])[CH2:33][NH:7][CH2:8][CH2:9][C:10]2[CH:11]=[C:12]([NH:16][C:17]([NH:19][CH:20]([C:21]3[CH:26]=[CH:25][CH:24]=[CH:23][CH:22]=3)[C:27]3[CH:28]=[CH:29][CH:30]=[CH:31][CH:32]=3)=[O:18])[CH:13]=[CH:14][CH:15]=2)=[C:44]2[C:49]=1[NH:48][C:47](=[O:61])[CH:46]=[CH:45]2)[C:55]1[CH:56]=[CH:57][CH:58]=[CH:59][CH:60]=1. Given the reactants C(OC(=O)[N:7]([CH2:33][C@@H:34]([C:43]1[CH:52]=[CH:51][C:50]([O:53][CH2:54][C:55]2[CH:60]=[CH:59][CH:58]=[CH:57][CH:56]=2)=[C:49]2[C:44]=1[CH:45]=[CH:46][C:47](=[O:61])[NH:48]2)[O:35][Si](C(C)(C)C)(C)C)[CH2:8][CH2:9][C:10]1[CH:15]=[CH:14][CH:13]=[C:12]([NH:16][C:17]([NH:19][CH:20]([C:27]2[CH:32]=[CH:31][CH:30]=[CH:29][CH:28]=2)[C:21]2[CH:26]=[CH:25][CH:24]=[CH:23][CH:22]=2)=[O:18])[CH:11]=1)(C)(C)C, predict the reaction product.